Dataset: Catalyst prediction with 721,799 reactions and 888 catalyst types from USPTO. Task: Predict which catalyst facilitates the given reaction. (1) Reactant: [CH2:1]([O:8][P:9]([O:19][C:20]1[CH:21]=[C:22]([CH:28]=[CH:29][CH:30]=1)[C:23]([O:25]CC)=[O:24])([O:11][CH2:12][C:13]1[CH:18]=[CH:17][CH:16]=[CH:15][CH:14]=1)=[O:10])[C:2]1[CH:7]=[CH:6][CH:5]=[CH:4][CH:3]=1.[Li+].[OH-]. Product: [CH2:12]([O:11][P:9]([O:19][C:20]1[CH:21]=[C:22]([CH:28]=[CH:29][CH:30]=1)[C:23]([OH:25])=[O:24])([O:8][CH2:1][C:2]1[CH:7]=[CH:6][CH:5]=[CH:4][CH:3]=1)=[O:10])[C:13]1[CH:18]=[CH:17][CH:16]=[CH:15][CH:14]=1. The catalyst class is: 20. (2) Product: [CH2:1]([N:5]1[N:9]=[N:8][C:7]([C:10]([OH:12])=[O:11])=[N:6]1)[CH2:2][CH2:3][CH3:4]. Reactant: [CH2:1]([N:5]1[N:9]=[N:8][C:7]([C:10]([O:12]CC)=[O:11])=[N:6]1)[CH2:2][CH2:3][CH3:4].C(O)C.[OH-].[K+]. The catalyst class is: 6. (3) Reactant: Cl[C:2]1[C:7]([N+:8]([O-:10])=[O:9])=[C:6]([NH:11][CH2:12][CH:13]2[CH2:18][CH2:17][O:16][CH2:15][CH2:14]2)[CH:5]=[C:4]([CH2:19][CH2:20][CH2:21][CH2:22][CH3:23])[N:3]=1.C(N(CC)CC)C.[CH3:31][O:32][C:33]1[CH:49]=[CH:48][C:36]([CH2:37][NH:38][CH2:39][C:40]2[CH:45]=[CH:44][C:43]([O:46][CH3:47])=[CH:42][CH:41]=2)=[CH:35][CH:34]=1. Product: [CH3:47][O:46][C:43]1[CH:42]=[CH:41][C:40]([CH2:39][N:38]([CH2:37][C:36]2[CH:48]=[CH:49][C:33]([O:32][CH3:31])=[CH:34][CH:35]=2)[C:2]2[C:7]([N+:8]([O-:10])=[O:9])=[C:6]([NH:11][CH2:12][CH:13]3[CH2:18][CH2:17][O:16][CH2:15][CH2:14]3)[CH:5]=[C:4]([CH2:19][CH2:20][CH2:21][CH2:22][CH3:23])[N:3]=2)=[CH:45][CH:44]=1. The catalyst class is: 11. (4) Reactant: C(Cl)(=O)OC(C)C.C1(C)C=CC=CC=1.[O:15]=[C:16]1[CH2:21][O:20][C@H:19]2[CH2:22][CH2:23][CH2:24][CH2:25][C@@H:18]2[N:17]1[CH:26]1[CH2:31][CH2:30][N:29]([CH:32]2[CH2:35][CH:34]([C:36](O)=[O:37])[CH2:33]2)[CH2:28][CH2:27]1.C(N(CC)CC)C.[BH4-].[Na+]. Product: [OH:37][CH2:36][CH:34]1[CH2:35][CH:32]([N:29]2[CH2:28][CH2:27][CH:26]([N:17]3[C:16](=[O:15])[CH2:21][O:20][C@H:19]4[CH2:22][CH2:23][CH2:24][CH2:25][C@H:18]34)[CH2:31][CH2:30]2)[CH2:33]1. The catalyst class is: 20. (5) Reactant: [NH2:1][CH2:2][C:3]1[CH:12]=[CH:11][C:6]([C:7]([O:9][CH3:10])=[O:8])=[CH:5][C:4]=1[O:13][CH2:14][CH:15]1[CH2:17][CH2:16]1.[CH3:18][S:19](Cl)(=[O:21])=[O:20]. Product: [CH:15]1([CH2:14][O:13][C:4]2[CH:5]=[C:6]([CH:11]=[CH:12][C:3]=2[CH2:2][NH:1][S:19]([CH3:18])(=[O:21])=[O:20])[C:7]([O:9][CH3:10])=[O:8])[CH2:17][CH2:16]1. The catalyst class is: 17. (6) Reactant: N#N.[C:3]([O:7][C:8]([NH:10][C@H:11]([CH2:15][C:16]1[CH:21]=[CH:20][C:19]([CH3:22])=[CH:18][CH:17]=1)[C:12]([OH:14])=[O:13])=[O:9])([CH3:6])([CH3:5])[CH3:4].O. Product: [C:3]([O:7][C:8]([NH:10][C@H:11]([CH2:15][C:16]1[CH:17]=[CH:18][C:19]([CH3:22])=[CH:20][CH:21]=1)[C:12]([O:14][C:3]([CH3:6])([CH3:5])[CH3:4])=[O:13])=[O:9])([CH3:6])([CH3:5])[CH3:4]. The catalyst class is: 2.